Predict the product of the given reaction. From a dataset of Forward reaction prediction with 1.9M reactions from USPTO patents (1976-2016). (1) The product is: [Cl:34][C:35]1[CH:40]=[C:39]([F:41])[CH:38]=[CH:37][C:36]=1[S:42]([N:14]1[CH2:19][CH2:18][CH:17]([N:20]2[C:24]3[CH:25]=[N:26][CH:27]=[CH:28][C:23]=3[N:22]([CH2:29][C:30]([OH:32])=[O:31])[C:21]2=[O:33])[CH2:16][CH2:15]1)(=[O:44])=[O:43]. Given the reactants CS(C1C=CC=CC=1S([N:14]1[CH2:19][CH2:18][CH:17]([N:20]2[C:24]3[CH:25]=[N:26][CH:27]=[CH:28][C:23]=3[N:22]([CH2:29][C:30]([OH:32])=[O:31])[C:21]2=[O:33])[CH2:16][CH2:15]1)(=O)=O)(=O)=O.[Cl:34][C:35]1[CH:40]=[C:39]([F:41])[CH:38]=[CH:37][C:36]=1[S:42](Cl)(=[O:44])=[O:43], predict the reaction product. (2) Given the reactants [CH:1]1([NH:4][C:5](=[O:31])[C:6]2[CH:11]=[C:10]([F:12])[C:9]([CH3:13])=[C:8]([C:14]3[CH:15]=[C:16]4[C:21](=[CH:22][CH:23]=3)[C:20](=[O:24])[N:19]([CH2:25][CH:26]3[CH2:28][CH2:27]3)[CH:18]=[C:17]4[CH:29]=O)[CH:7]=2)[CH2:3][CH2:2]1.[OH:32][CH2:33][C@@H:34]1[CH2:39][NH:38][CH2:37][CH2:36][N:35]1C(OC(C)(C)C)=O, predict the reaction product. The product is: [CH:1]1([NH:4][C:5](=[O:31])[C:6]2[CH:11]=[C:10]([F:12])[C:9]([CH3:13])=[C:8]([C:14]3[CH:15]=[C:16]4[C:21](=[CH:22][CH:23]=3)[C:20](=[O:24])[N:19]([CH2:25][CH:26]3[CH2:27][CH2:28]3)[CH:18]=[C:17]4[CH2:29][N:38]3[CH2:37][CH2:36][NH:35][C@H:34]([CH2:33][OH:32])[CH2:39]3)[CH:7]=2)[CH2:2][CH2:3]1. (3) Given the reactants [C:1]1([NH:7][C:8]([C:10]2[NH:11][C:12]3[C:17]([C:18]=2[C:19]2[CH:24]=[CH:23][CH:22]=[CH:21][CH:20]=2)=[CH:16][C:15]([NH2:25])=[CH:14][CH:13]=3)=[O:9])[CH:6]=[CH:5][CH:4]=[CH:3][CH:2]=1.[C:26]([C:28]1[CH:33]=[CH:32][C:31]([S:34](Cl)(=[O:36])=[O:35])=[CH:30][CH:29]=1)#[N:27], predict the reaction product. The product is: [C:1]1([NH:7][C:8]([C:10]2[NH:11][C:12]3[C:17]([C:18]=2[C:19]2[CH:20]=[CH:21][CH:22]=[CH:23][CH:24]=2)=[CH:16][C:15]([NH:25][S:34]([C:31]2[CH:30]=[CH:29][C:28]([C:26]#[N:27])=[CH:33][CH:32]=2)(=[O:36])=[O:35])=[CH:14][CH:13]=3)=[O:9])[CH:6]=[CH:5][CH:4]=[CH:3][CH:2]=1. (4) Given the reactants [CH3:1][C:2]([CH3:6])([CH3:5])[CH2:3][OH:4].Cl[C:8]1[C:17]2[C:12](=[CH:13][CH:14]=[C:15]([I:18])[CH:16]=2)[N:11]=[CH:10][C:9]=1[C:19]#[N:20].[H-].[K+], predict the reaction product. The product is: [CH3:1][C:2]([CH3:6])([CH3:5])[CH2:3][O:4][C:8]1[C:17]2[C:12](=[CH:13][CH:14]=[C:15]([I:18])[CH:16]=2)[N:11]=[CH:10][C:9]=1[C:19]#[N:20]. (5) The product is: [OH:23][NH:22][C:11]([C:8]1[CH:7]=[C:6]([CH3:13])[C:5]([CH2:1][CH:2]([CH3:4])[CH3:3])=[CH:10][N:9]=1)=[NH:12]. Given the reactants [CH2:1]([C:5]1[C:6]([CH3:13])=[CH:7][C:8]([C:11]#[N:12])=[N:9][CH:10]=1)[CH:2]([CH3:4])[CH3:3].C(N(CC)CC)C.Cl.[NH2:22][OH:23], predict the reaction product. (6) Given the reactants [CH:1]([C:3]1[CH:4]=[C:5]2[N:11]([CH2:12][O:13][CH2:14][CH2:15][Si:16]([CH3:19])([CH3:18])[CH3:17])[C:10]([C:20]3[CH:25]=[CH:24][N:23]=[C:22]([NH:26][C:27](=[O:29])[CH3:28])[CH:21]=3)=[C:9]([C:30]3[CH:35]=[CH:34][C:33]([O:36][CH3:37])=[CH:32][N:31]=3)[C:6]2=[N:7][CH:8]=1)=[O:2].[Br-].C([O:41][C:42](=O)[C:43]([Zn+])([F:45])[F:44])C.[NH3:48], predict the reaction product. The product is: [C:27]([NH:26][C:22]1[CH:21]=[C:20]([C:10]2[N:11]([CH2:12][O:13][CH2:14][CH2:15][Si:16]([CH3:19])([CH3:18])[CH3:17])[C:5]3[C:6](=[N:7][CH:8]=[C:3]([CH:1]([OH:2])[C:43]([F:45])([F:44])[C:42]([NH2:48])=[O:41])[CH:4]=3)[C:9]=2[C:30]2[CH:35]=[CH:34][C:33]([O:36][CH3:37])=[CH:32][N:31]=2)[CH:25]=[CH:24][N:23]=1)(=[O:29])[CH3:28].